This data is from Full USPTO retrosynthesis dataset with 1.9M reactions from patents (1976-2016). The task is: Predict the reactants needed to synthesize the given product. (1) The reactants are: [CH:1]([O:4][C:5]1[C:6]([CH3:13])=[C:7]([C:10]([OH:12])=O)[S:8][CH:9]=1)([CH3:3])[CH3:2].Cl.[NH2:15][CH2:16][C:17]1[C:18](=[O:25])[NH:19][C:20]([CH3:24])=[CH:21][C:22]=1[CH3:23].C1C=NC2N(O)N=NC=2C=1.C(Cl)CCl.CN1CCOCC1. Given the product [CH3:23][C:22]1[CH:21]=[C:20]([CH3:24])[NH:19][C:18](=[O:25])[C:17]=1[CH2:16][NH:15][C:10]([C:7]1[S:8][CH:9]=[C:5]([O:4][CH:1]([CH3:2])[CH3:3])[C:6]=1[CH3:13])=[O:12], predict the reactants needed to synthesize it. (2) Given the product [F:1][C:2]1[CH:8]=[CH:7][C:5]([N:6]=[CH:22][C:21]2[CH:20]=[CH:19][C:18]([O:17][C:9](=[O:16])[C:10]3[CH:11]=[CH:12][CH:13]=[CH:14][CH:15]=3)=[CH:25][CH:24]=2)=[CH:4][CH:3]=1, predict the reactants needed to synthesize it. The reactants are: [F:1][C:2]1[CH:8]=[CH:7][C:5]([NH2:6])=[CH:4][CH:3]=1.[C:9]([O:17][C:18]1[CH:25]=[CH:24][C:21]([CH:22]=O)=[CH:20][CH:19]=1)(=[O:16])[C:10]1[CH:15]=[CH:14][CH:13]=[CH:12][CH:11]=1. (3) The reactants are: [C:1]([C:4]12[CH2:11][CH2:10][C:7]([NH:12][CH2:13][C:14]([N:16]3[CH2:20][C@@H:19]([F:21])[CH2:18][C@H:17]3[C:22]#[N:23])=[O:15])([CH2:8][CH2:9]1)[CH2:6][CH2:5]2)([OH:3])=[O:2].[CH2:24](Br)[CH:25]([CH3:27])[CH3:26]. Given the product [F:21][C@@H:19]1[CH2:20][N:16]([C:14](=[O:15])[CH2:13][NH:12][C:7]23[CH2:10][CH2:11][C:4]([C:1]([O:3][CH2:24][CH:25]([CH3:27])[CH3:26])=[O:2])([CH2:9][CH2:8]2)[CH2:5][CH2:6]3)[C@H:17]([C:22]#[N:23])[CH2:18]1, predict the reactants needed to synthesize it. (4) Given the product [Cl:1][C:2]1[CH:3]=[C:4]([CH:17]=[CH:18][C:19]=1[Cl:20])[CH2:5][NH:6][C:7]1[N:8]=[CH:9][C:10]([CH2:11][OH:12])=[CH:15][CH:16]=1, predict the reactants needed to synthesize it. The reactants are: [Cl:1][C:2]1[CH:3]=[C:4]([CH:17]=[CH:18][C:19]=1[Cl:20])[CH2:5][NH:6][C:7]1[CH:16]=[CH:15][C:10]([C:11](OC)=[O:12])=[CH:9][N:8]=1.CC(C[AlH]CC(C)C)C. (5) Given the product [F:15][C:16]1[C:17]([C:23]2[CH:28]=[CH:27][C:26]([F:29])=[CH:25][C:24]=2[O:30][CH3:31])=[CH:18][C:19]([NH:22][C:2]2[CH:7]=[C:6]([CH2:8][S:9][CH3:10])[CH:5]=[C:4]([C:11]([F:14])([F:13])[F:12])[N:3]=2)=[N:20][CH:21]=1, predict the reactants needed to synthesize it. The reactants are: Cl[C:2]1[CH:7]=[C:6]([CH2:8][S:9][CH3:10])[CH:5]=[C:4]([C:11]([F:14])([F:13])[F:12])[N:3]=1.[F:15][C:16]1[C:17]([C:23]2[CH:28]=[CH:27][C:26]([F:29])=[CH:25][C:24]=2[O:30][CH3:31])=[CH:18][C:19]([NH2:22])=[N:20][CH:21]=1.C1(P(C2CCCCC2)C2C=CC=CC=2C2C(C(C)C)=CC(C(C)C)=CC=2C(C)C)CCCCC1.P([O-])([O-])([O-])=O.[K+].[K+].[K+]. (6) Given the product [OH:17][CH:14]1[CH2:15][CH2:16][CH:11]([N:10]2[C:6]3[CH:5]=[CH:4][NH:3][C:2](=[O:1])[C:7]=3[C:8]([C:18]3[CH:19]=[C:20]([C:23]([NH2:25])=[O:24])[S:21][CH:22]=3)=[N:9]2)[CH2:12][CH2:13]1, predict the reactants needed to synthesize it. The reactants are: [O:1]=[C:2]1[C:7]2[C:8]([C:18]3[CH:19]=[C:20]([C:23]([NH2:25])=[O:24])[S:21][CH:22]=3)=[N:9][N:10]([CH:11]3[CH2:16][CH2:15][C:14](=[O:17])[CH2:13][CH2:12]3)[C:6]=2[CH:5]=[CH:4][NH:3]1.[BH4-].[Na+].[Cl-].[NH4+].